This data is from Full USPTO retrosynthesis dataset with 1.9M reactions from patents (1976-2016). The task is: Predict the reactants needed to synthesize the given product. (1) The reactants are: C([O:5][C:6](=[O:27])[C:7]1[CH:12]=[C:11]([CH3:13])[CH:10]=[CH:9][C:8]=1[NH:14][C:15]1[CH:16]=[N:17][C:18]([N:21]2[CH2:26][CH2:25][O:24][CH2:23][CH2:22]2)=[CH:19][CH:20]=1)(C)(C)C.C(O)(C(F)(F)F)=O. Given the product [CH3:13][C:11]1[CH:10]=[CH:9][C:8]([NH:14][C:15]2[CH:16]=[N:17][C:18]([N:21]3[CH2:26][CH2:25][O:24][CH2:23][CH2:22]3)=[CH:19][CH:20]=2)=[C:7]([CH:12]=1)[C:6]([OH:27])=[O:5], predict the reactants needed to synthesize it. (2) Given the product [F:1][C:2]1[C:3]([C:13]([O:15][CH3:16])=[O:14])=[CH:4][N:5]([S:41]([C:37]2[CH:36]=[N:35][CH:40]=[CH:39][CH:38]=2)(=[O:43])=[O:42])[C:6]=1[C:7]1[CH:12]=[CH:11][CH:10]=[CH:9][CH:8]=1, predict the reactants needed to synthesize it. The reactants are: [F:1][C:2]1[C:3]([C:13]([O:15][CH3:16])=[O:14])=[CH:4][NH:5][C:6]=1[C:7]1[CH:12]=[CH:11][CH:10]=[CH:9][CH:8]=1.[H-].[Na+].C1OCCOCCOCCOCCOC1.Cl.[N:35]1[CH:40]=[CH:39][CH:38]=[C:37]([S:41](Cl)(=[O:43])=[O:42])[CH:36]=1. (3) Given the product [CH2:1]([O:3][C:4](=[O:19])[CH:5]([O:16][CH2:17][CH3:18])[CH2:6][C:7]1[CH:8]=[C:9]([F:15])[C:10]([O:14][CH2:36][CH2:35][C:33]2[N:34]=[C:30]([C:24]3[CH:25]=[C:26]([O:28][CH3:29])[CH:27]=[C:22]([O:21][CH3:20])[CH:23]=3)[S:31][C:32]=2[CH3:38])=[C:11]([F:13])[CH:12]=1)[CH3:2], predict the reactants needed to synthesize it. The reactants are: [CH2:1]([O:3][C:4](=[O:19])[CH:5]([O:16][CH2:17][CH3:18])[CH2:6][C:7]1[CH:12]=[C:11]([F:13])[C:10]([OH:14])=[C:9]([F:15])[CH:8]=1)[CH3:2].[CH3:20][O:21][C:22]1[CH:23]=[C:24]([C:30]2[S:31][C:32]([CH3:38])=[C:33]([CH2:35][CH2:36]O)[N:34]=2)[CH:25]=[C:26]([O:28][CH3:29])[CH:27]=1.COC(=O)CC(=O)C(Br)C.COC1C=C(C=C(OC)C=1)C(N)=S.C1(P(C2C=CC=CC=2)C2C=CC=CC=2)C=CC=CC=1.N(C(OCC)=O)=NC(OCC)=O. (4) The reactants are: [CH3:1][O:2][C:3]1[CH:4]=[C:5]([CH:8]=[C:9]([O:11][CH3:12])[CH:10]=1)[CH2:6]Br.[C:13]([Si:15]([CH3:18])([CH3:17])[CH3:16])#[CH:14]. Given the product [CH3:1][O:2][C:3]1[CH:4]=[C:5]([CH2:6][C:14]#[C:13][Si:15]([CH3:18])([CH3:17])[CH3:16])[CH:8]=[C:9]([O:11][CH3:12])[CH:10]=1, predict the reactants needed to synthesize it.